This data is from Forward reaction prediction with 1.9M reactions from USPTO patents (1976-2016). The task is: Predict the product of the given reaction. (1) The product is: [Cl:28][C:29]1[CH:30]=[C:31]([CH:34]=[CH:35][CH:36]=1)[CH2:32][N:13]1[C:14]2[C:10](=[CH:9][CH:8]=[CH:7][C:6]=2[O:5][CH2:4][CH2:3][CH2:2][Cl:1])[C:11]([S:15]([C:18]2[C:27]3[C:22](=[CH:23][CH:24]=[CH:25][CH:26]=3)[CH:21]=[CH:20][CH:19]=2)(=[O:16])=[O:17])=[N:12]1. Given the reactants [Cl:1][CH2:2][CH2:3][CH2:4][O:5][C:6]1[CH:7]=[CH:8][CH:9]=[C:10]2[C:14]=1[NH:13][N:12]=[C:11]2[S:15]([C:18]1[C:27]2[C:22](=[CH:23][CH:24]=[CH:25][CH:26]=2)[CH:21]=[CH:20][CH:19]=1)(=[O:17])=[O:16].[Cl:28][C:29]1[CH:30]=[C:31]([CH:34]=[CH:35][CH:36]=1)[CH2:32]Br.C(=O)([O-])[O-].[Cs+].[Cs+], predict the reaction product. (2) Given the reactants [OH:1][CH2:2][CH:3]1[CH2:8][CH2:7][N:6]([C:9]([O:11][C:12]([CH3:15])([CH3:14])[CH3:13])=[O:10])[CH2:5][CH2:4]1.Br[C:17]1[S:18][CH:19]=[C:20]([Br:22])[N:21]=1, predict the reaction product. The product is: [Br:22][C:20]1[N:21]=[C:17]([O:1][CH2:2][CH:3]2[CH2:8][CH2:7][N:6]([C:9]([O:11][C:12]([CH3:15])([CH3:14])[CH3:13])=[O:10])[CH2:5][CH2:4]2)[S:18][CH:19]=1. (3) Given the reactants Cl[C:2]1[N:7]=[C:6]([N:8]([CH:18]2[CH2:20][CH2:19]2)CC2C=CC(OC)=CC=2)[C:5]2=[N:21][CH:22]=[C:23]([C:24]#[N:25])[N:4]2[N:3]=1.[NH2:26][C:27]1[CH:28]=[C:29]([CH:32]=[C:33]([N:36]2[CH2:39][CH:38]([N:40]3[CH2:45][CH2:44][N:43]([CH3:46])[CH2:42][CH2:41]3)[CH2:37]2)[C:34]=1[F:35])[C:30]#[N:31].C([O-])([O-])=O.[Cs+].[Cs+].CC1(C)C2C(=C(P(C3C=CC=CC=3)C3C=CC=CC=3)C=CC=2)OC2C(P(C3C=CC=CC=3)C3C=CC=CC=3)=CC=CC1=2, predict the reaction product. The product is: [C:30]([C:29]1[CH:32]=[C:33]([N:36]2[CH2:37][CH:38]([N:40]3[CH2:41][CH2:42][N:43]([CH3:46])[CH2:44][CH2:45]3)[CH2:39]2)[C:34]([F:35])=[C:27]([NH:26][C:2]2[N:7]=[C:6]([NH:8][CH:18]3[CH2:19][CH2:20]3)[C:5]3=[N:21][CH:22]=[C:23]([C:24]#[N:25])[N:4]3[N:3]=2)[CH:28]=1)#[N:31]. (4) Given the reactants C([O:3][C:4]1[CH2:13][C:12]2[C:11]([NH:14][C:15]3[O:16][C:17]([CH3:20])=[CH:18][N:19]=3)=[CH:10][CH:9]=[CH:8][C:7]=2[CH2:6][CH:5]=1)C.C(OC1CC2C(NC3OC(C4C=CC(C(F)(F)F)=CC=4)=CN=3)=CC=CC=2CC=1)C, predict the reaction product. The product is: [CH3:20][C:17]1[O:16][C:15]([NH:14][C:11]2[CH:10]=[CH:9][CH:8]=[C:7]3[C:12]=2[CH2:13][C:4](=[O:3])[CH2:5][CH2:6]3)=[N:19][CH:18]=1.